From a dataset of hERG potassium channel inhibition data for cardiac toxicity prediction from Karim et al.. Regression/Classification. Given a drug SMILES string, predict its toxicity properties. Task type varies by dataset: regression for continuous values (e.g., LD50, hERG inhibition percentage) or binary classification for toxic/non-toxic outcomes (e.g., AMES mutagenicity, cardiotoxicity, hepatotoxicity). Dataset: herg_karim. The drug is Nc1nc(CC(=O)Nc2ccc(CC3CCC(C(O)c4ccccc4)N3)cc2)cs1. The result is 0 (non-blocker).